This data is from Full USPTO retrosynthesis dataset with 1.9M reactions from patents (1976-2016). The task is: Predict the reactants needed to synthesize the given product. (1) Given the product [Br:6][C:7]1[C:8]([C:16]([O:18][CH3:19])=[O:17])=[CH:9][C:10]2[O:14][CH2:13][O:12][C:11]=2[CH:15]=1, predict the reactants needed to synthesize it. The reactants are: S(=O)(=O)(O)O.[Br:6][C:7]1[C:8]([C:16]([OH:18])=[O:17])=[CH:9][C:10]2[O:14][CH2:13][O:12][C:11]=2[CH:15]=1.[CH3:19]O. (2) The reactants are: C(N(C(C)C)C(C)C)C.Cl[C:11]([O:13][C:14]1[CH:19]=[CH:18][C:17]([CH2:20][C:21]2[CH:26]=[CH:25][C:24]([C:27]([F:30])([F:29])[F:28])=[CH:23][CH:22]=2)=[CH:16][CH:15]=1)=[O:12].[N:31]1[CH:36]=[CH:35][CH:34]=[CH:33][C:32]=1[CH2:37][N:38]1[CH2:43][CH2:42][NH:41][CH2:40][CH2:39]1. Given the product [F:28][C:27]([F:30])([F:29])[C:24]1[CH:25]=[CH:26][C:21]([CH2:20][C:17]2[CH:18]=[CH:19][C:14]([O:13][C:11]([N:41]3[CH2:42][CH2:43][N:38]([CH2:37][C:32]4[CH:33]=[CH:34][CH:35]=[CH:36][N:31]=4)[CH2:39][CH2:40]3)=[O:12])=[CH:15][CH:16]=2)=[CH:22][CH:23]=1, predict the reactants needed to synthesize it. (3) Given the product [CH2:12]([C:2]1([C:7]([O:9][CH2:10][CH3:11])=[O:8])[CH2:3][CH2:4][CH:5]=[CH:6][O:1]1)[CH3:13], predict the reactants needed to synthesize it. The reactants are: [O:1]1[CH:6]=[CH:5][CH2:4][CH2:3][CH:2]1[C:7]([O:9][CH2:10][CH3:11])=[O:8].[CH2:12]1COC[CH2:13]1.[Li+].CC([N-]C(C)C)C.C(I)C. (4) Given the product [CH3:13][O:14][C:15]([C:17]1[C:18]([C:24]([F:27])([F:26])[F:25])=[N:19][C:20]([NH:12][CH2:11][CH2:10][CH2:9][C:4]2[CH:3]=[CH:8][CH:7]=[C:6]([O:30][CH3:28])[CH:5]=2)=[N:21][CH:22]=1)=[O:16], predict the reactants needed to synthesize it. The reactants are: CO[C:3]1[CH:8]=[CH:7][CH:6]=[CH:5][C:4]=1[CH2:9][CH2:10][CH2:11][NH2:12].[CH3:13][O:14][C:15]([C:17]1[C:18]([C:24]([F:27])([F:26])[F:25])=[N:19][C:20](Cl)=[N:21][CH:22]=1)=[O:16].[C:28]([O-])(=[O:30])C.[K+]. (5) The reactants are: C(O/[CH:4]=[N:5]/[C:6]1[C:14]2[C:9](=[N:10][C:11]([N:21]3[CH2:26][CH2:25][O:24][CH2:23][CH2:22]3)=[C:12]3[CH2:18][O:17][C:16]([CH3:20])([CH3:19])[CH2:15][C:13]3=2)[O:8][C:7]=1[C:27]([O:29]CC)=O)C.[NH3:32]. Given the product [CH3:20][C:16]1([CH3:19])[O:17][CH2:18][C:12]2=[C:11]([N:21]3[CH2:26][CH2:25][O:24][CH2:23][CH2:22]3)[N:10]=[C:9]3[O:8][C:7]4[C:27](=[O:29])[NH:32][CH:4]=[N:5][C:6]=4[C:14]3=[C:13]2[CH2:15]1, predict the reactants needed to synthesize it. (6) Given the product [CH2:30]([N:37]1[C:42](=[O:43])[CH:41]=[CH:40][C:39]([CH2:44][C:50]2[C:49]3[C:53](=[CH:54][CH:55]=[C:47]([F:46])[CH:48]=3)[N:52]([CH2:56][C:57]([OH:59])=[O:58])[C:51]=2[CH3:61])=[CH:38]1)[C:31]1[CH:32]=[CH:33][CH:34]=[CH:35][CH:36]=1, predict the reactants needed to synthesize it. The reactants are: FC1C=CC=CC=1CN1C(=O)C=CC(C2C3C(=CC=CC=3)N(CC(O)=O)C=2C)=C1.[CH2:30]([N:37]1[C:42](=[O:43])[CH:41]=[CH:40][C:39]([CH:44]=O)=[CH:38]1)[C:31]1[CH:36]=[CH:35][CH:34]=[CH:33][CH:32]=1.[F:46][C:47]1[CH:48]=[C:49]2[C:53](=[CH:54][CH:55]=1)[N:52]([CH2:56][C:57]([O:59]C)=[O:58])[C:51]([CH3:61])=[CH:50]2.[Li+].[OH-]. (7) Given the product [NH2:31][C:16]1([C:14]([NH:13][C@H:9]([C:6]2[CH:5]=[CH:4][C:3]([C:1]#[N:2])=[CH:8][CH:7]=2)[CH2:10][CH2:11][OH:12])=[O:15])[CH2:17][CH2:18][N:19]([C:22]2[C:23]3[CH:30]=[CH:29][NH:28][C:24]=3[N:25]=[CH:26][N:27]=2)[CH2:20][CH2:21]1, predict the reactants needed to synthesize it. The reactants are: [C:1]([C:3]1[CH:8]=[CH:7][C:6]([C@@H:9]([NH:13][C:14]([C:16]2([NH:31]C(=O)OC(C)(C)C)[CH2:21][CH2:20][N:19]([C:22]3[C:23]4[CH:30]=[CH:29][NH:28][C:24]=4[N:25]=[CH:26][N:27]=3)[CH2:18][CH2:17]2)=[O:15])[CH2:10][CH2:11][OH:12])=[CH:5][CH:4]=1)#[N:2].Cl. (8) Given the product [Cl:1][C:2]1[N:7]=[CH:6][C:5]([S:8]([NH:12][C:13]2[CH:14]=[C:15]([F:24])[C:16]([C:17]([O:19][CH3:20])=[O:18])=[C:21]([F:23])[CH:22]=2)(=[O:10])=[O:9])=[CH:4][CH:3]=1, predict the reactants needed to synthesize it. The reactants are: [Cl:1][C:2]1[N:7]=[CH:6][C:5]([S:8](Cl)(=[O:10])=[O:9])=[CH:4][CH:3]=1.[NH2:12][C:13]1[CH:22]=[C:21]([F:23])[C:16]([C:17]([O:19][CH3:20])=[O:18])=[C:15]([F:24])[CH:14]=1.N1C=CC=CC=1. (9) Given the product [CH3:1][O:2][C:3]1[CH:12]=[C:11]2[C:6]([C:7]([O:13][CH2:14][C:15]3[N:19]4[N:20]=[C:21]([C:24]5[CH:29]=[N:28][C:27]([N:30]6[CH2:31][CH2:32][NH:33][CH2:34][CH2:35]6)=[CH:26][CH:25]=5)[CH:22]=[CH:23][C:18]4=[N:17][N:16]=3)=[CH:8][CH:9]=[N:10]2)=[CH:5][CH:4]=1, predict the reactants needed to synthesize it. The reactants are: [CH3:1][O:2][C:3]1[CH:12]=[C:11]2[C:6]([C:7]([O:13][CH2:14][C:15]3[N:19]4[N:20]=[C:21]([C:24]5[CH:25]=[CH:26][C:27]([N:30]6[CH2:35][CH2:34][N:33](C(OC(C)(C)C)=O)[CH2:32][CH2:31]6)=[N:28][CH:29]=5)[CH:22]=[CH:23][C:18]4=[N:17][N:16]=3)=[CH:8][CH:9]=[N:10]2)=[CH:5][CH:4]=1.C(O)(C(F)(F)F)=O.C(Cl)Cl.